From a dataset of Forward reaction prediction with 1.9M reactions from USPTO patents (1976-2016). Predict the product of the given reaction. (1) Given the reactants [F:1][C:2]1[CH:7]=[CH:6][CH:5]=[CH:4][C:3]=1[N:8]1[CH2:13][CH2:12][N:11]([CH2:14][CH2:15][NH2:16])[CH2:10][CH2:9]1.[CH2:17]([C:20]1[N:24]([C:25]2[CH:30]=[CH:29][CH:28]=[CH:27][CH:26]=2)[N:23]=[C:22]([CH:31]=O)[CH:21]=1)[CH2:18][CH3:19], predict the reaction product. The product is: [F:1][C:2]1[CH:7]=[CH:6][CH:5]=[CH:4][C:3]=1[N:8]1[CH2:9][CH2:10][N:11]([CH2:14][CH2:15][NH:16][CH2:31][C:22]2[CH:21]=[C:20]([CH2:17][CH2:18][CH3:19])[N:24]([C:25]3[CH:30]=[CH:29][CH:28]=[CH:27][CH:26]=3)[N:23]=2)[CH2:12][CH2:13]1. (2) Given the reactants [N:1]([O-])=O.[Na+].[NH2:5][C:6]1[CH:7]=[CH:8][C:9]([O:12][CH3:13])=[N:10][CH:11]=1.O.O.[Sn](Cl)[Cl:17].[OH-].[Na+], predict the reaction product. The product is: [ClH:17].[NH:5]([C:6]1[CH:7]=[CH:8][C:9]([O:12][CH3:13])=[N:10][CH:11]=1)[NH2:1]. (3) Given the reactants FC(F)(F)C(C(O)=O)=O.[NH2:10][CH:11]([CH2:32][C:33]1[CH:38]=[CH:37][C:36]([Cl:39])=[CH:35][CH:34]=1)[C:12]([N:14]1[CH2:19][CH2:18][N:17]([C:20]2[CH:25]=[CH:24][CH:23]=[CH:22][C:21]=2[CH2:26][N:27]2[CH:31]=[N:30][CH:29]=[N:28]2)[CH2:16][CH2:15]1)=[O:13].[CH:40]([N:43]1[CH2:51][C:50]2[C:45](=[CH:46][CH:47]=[CH:48][CH:49]=2)[CH:44]1[CH2:52][C:53](O)=[O:54])([CH3:42])[CH3:41].CN(C(ON1N=NC2C=CC=NC1=2)=[N+](C)C)C.F[P-](F)(F)(F)(F)F.CCN(C(C)C)C(C)C, predict the reaction product. The product is: [Cl:39][C:36]1[CH:35]=[CH:34][C:33]([CH2:32][CH:11]([NH:10][C:53](=[O:54])[CH2:52][C@@H:44]2[C:45]3[C:50](=[CH:49][CH:48]=[CH:47][CH:46]=3)[CH2:51][N:43]2[CH:40]([CH3:41])[CH3:42])[C:12](=[O:13])[N:14]2[CH2:19][CH2:18][N:17]([C:20]3[CH:25]=[CH:24][CH:23]=[CH:22][C:21]=3[CH2:26][N:27]3[CH:31]=[N:30][CH:29]=[N:28]3)[CH2:16][CH2:15]2)=[CH:38][CH:37]=1.